From a dataset of NCI-60 drug combinations with 297,098 pairs across 59 cell lines. Regression. Given two drug SMILES strings and cell line genomic features, predict the synergy score measuring deviation from expected non-interaction effect. (1) Drug 2: C1C(C(OC1N2C=NC3=C2NC=NCC3O)CO)O. Drug 1: C1=CN(C(=O)N=C1N)C2C(C(C(O2)CO)O)O.Cl. Synergy scores: CSS=40.8, Synergy_ZIP=2.45, Synergy_Bliss=0.0443, Synergy_Loewe=-18.1, Synergy_HSA=0.702. Cell line: COLO 205. (2) Drug 1: CNC(=O)C1=CC=CC=C1SC2=CC3=C(C=C2)C(=NN3)C=CC4=CC=CC=N4. Drug 2: C1=CC(=C2C(=C1NCCNCCO)C(=O)C3=C(C=CC(=C3C2=O)O)O)NCCNCCO. Cell line: NCIH23. Synergy scores: CSS=59.4, Synergy_ZIP=5.10, Synergy_Bliss=3.01, Synergy_Loewe=-25.7, Synergy_HSA=2.50. (3) Drug 1: CCCCC(=O)OCC(=O)C1(CC(C2=C(C1)C(=C3C(=C2O)C(=O)C4=C(C3=O)C=CC=C4OC)O)OC5CC(C(C(O5)C)O)NC(=O)C(F)(F)F)O. Drug 2: C1CN(P(=O)(OC1)NCCCl)CCCl. Cell line: HCT116. Synergy scores: CSS=70.4, Synergy_ZIP=11.4, Synergy_Bliss=8.89, Synergy_Loewe=-16.6, Synergy_HSA=10.6.